Dataset: Forward reaction prediction with 1.9M reactions from USPTO patents (1976-2016). Task: Predict the product of the given reaction. (1) Given the reactants Cl.Cl.[NH2:3][C:4]1[N:9]=[CH:8][N:7]=[C:6]2[N:10]([CH:16]([C:18]3[C:19]([O:31][CH3:32])=[C:20]([CH:27]4[CH2:30][NH:29][CH2:28]4)[C:21]([CH3:26])=[C:22]([CH:25]=3)[C:23]#[N:24])[CH3:17])[N:11]=[C:12]([CH:13]([F:15])[F:14])[C:5]=12.C(N(CC)CC)C.[CH3:40][C@H:41]1[CH2:43][O:42]1, predict the reaction product. The product is: [NH2:3][C:4]1[N:9]=[CH:8][N:7]=[C:6]2[N:10]([CH:16]([C:18]3[C:19]([O:31][CH3:32])=[C:20]([CH:27]4[CH2:30][N:29]([CH2:40][C@@H:41]([OH:42])[CH3:43])[CH2:28]4)[C:21]([CH3:26])=[C:22]([CH:25]=3)[C:23]#[N:24])[CH3:17])[N:11]=[C:12]([CH:13]([F:14])[F:15])[C:5]=12. (2) Given the reactants [F:1][C:2]([F:13])([F:12])[C:3]1[CH:7]=[CH:6][NH:5][C:4]=1[C:8]([O:10][CH3:11])=O.[Br:14][C:15]1[CH:20]=[CH:19][C:18](B(O)O)=[CH:17][CH:16]=1.[CH3:24][C:25]1[C:30]([CH3:31])=[C:29]([OH:32])[CH:28]=[CH:27][C:26]=1[CH2:33][CH2:34]C(OCC)=O, predict the reaction product. The product is: [Br:14][C:15]1[CH:20]=[CH:19][C:18]([N:5]2[CH:6]=[CH:7][C:3]([C:2]([F:13])([F:12])[F:1])=[C:4]2[CH2:8][O:10][C:11]2[CH:34]=[CH:33][C:26]([CH2:27][CH2:28][CH2:29][OH:32])=[C:25]([CH3:24])[C:30]=2[CH3:31])=[CH:17][CH:16]=1. (3) Given the reactants [C:1]([O:5][C:6]([N:8]1[CH2:13][CH2:12][CH:11]([CH2:14][CH2:15][CH2:16][OH:17])[CH2:10][CH2:9]1)=[O:7])([CH3:4])([CH3:3])[CH3:2].[CH3:18][O:19][C:20](=[O:29])[C:21]1[CH:26]=[CH:25][C:24](O)=[C:23]([CH3:28])[CH:22]=1.C1(P(C2C=CC=CC=2)C2C=CC=CC=2)C=CC=CC=1.CCOC(/N=N/C(OCC)=O)=O, predict the reaction product. The product is: [C:1]([O:5][C:6]([N:8]1[CH2:13][CH2:12][CH:11]([CH2:14][CH2:15][CH2:16][O:17][C:24]2[CH:25]=[CH:26][C:21]([C:20]([O:19][CH3:18])=[O:29])=[CH:22][C:23]=2[CH3:28])[CH2:10][CH2:9]1)=[O:7])([CH3:4])([CH3:3])[CH3:2]. (4) The product is: [Cl:1][C:2]1[CH:7]=[C:6]([N+:8]([O-:10])=[O:9])[CH:5]=[CH:4][C:3]=1[C:11]1[C:12](=[O:13])[N:14]([O:15][CH3:16])[C:18]2[N:19]=[C:20]([S:26][CH3:27])[N:21]=[CH:22][C:23]=2[CH:24]=1. Given the reactants [Cl:1][C:2]1[CH:7]=[C:6]([N+:8]([O-:10])=[O:9])[CH:5]=[CH:4][C:3]=1[CH2:11][C:12]([NH:14][O:15][CH3:16])=[O:13].Cl[C:18]1[C:23]([CH:24]=O)=[CH:22][N:21]=[C:20]([S:26][CH3:27])[N:19]=1.C([O-])([O-])=O.[K+].[K+], predict the reaction product.